Dataset: Reaction yield outcomes from USPTO patents with 853,638 reactions. Task: Predict the reaction yield, written as a fraction of the theoretical maximum amount of product (1.0 means a 100% yield; for example, 0.34 means a 34% yield). (1) The reactants are [CH2:1]([N:8]1[C:13](=[O:14])[CH:12]=[CH:11][C:10]([C:15]2[C:23]3[C:18](=[CH:19][CH:20]=[C:21]([F:24])[CH:22]=3)[NH:17][C:16]=2[CH3:25])=[N:9]1)[C:2]1[CH:7]=[CH:6][CH:5]=[CH:4][CH:3]=1.CC([O-])(C)C.[K+].[CH3:32][O:33][C:34]1[CH:42]=[CH:41][C:37]([C:38](Cl)=[O:39])=[CH:36][CH:35]=1. The catalyst is C1COCC1.CN(C=O)C.CCOC(C)=O. The product is [CH2:1]([N:8]1[C:13](=[O:14])[CH:12]=[CH:11][C:10]([C:15]2[C:23]3[C:18](=[CH:19][CH:20]=[C:21]([F:24])[CH:22]=3)[N:17]([C:38](=[O:39])[C:37]3[CH:41]=[CH:42][C:34]([O:33][CH3:32])=[CH:35][CH:36]=3)[C:16]=2[CH3:25])=[N:9]1)[C:2]1[CH:7]=[CH:6][CH:5]=[CH:4][CH:3]=1. The yield is 0.620. (2) The reactants are [C:1](Cl)(=[O:5])[C:2](Cl)=O.CN([CH:10]=[O:11])C.[Si:12]([O:19][CH2:20][C:21]1[N:25]2[CH2:26][C:27]3([C:34]4[CH:39]=[CH:38][C:37]([Cl:40])=[CH:36][CH:35]=4)[NH:33][CH2:32][CH2:31][N:28]3[C:29](=[O:30])[C:24]2=[CH:23][CH:22]=1)([C:15]([CH3:18])([CH3:17])[CH3:16])([CH3:14])[CH3:13].[N:41]1C=CC=[CH:43][CH:42]=1. The catalyst is C(Cl)Cl. The product is [C:15]([Si:12]([CH3:13])([CH3:14])[O:19][CH2:20][C:21]1[N:25]2[CH2:26][C:27]3([C:34]4[CH:39]=[CH:38][C:37]([Cl:40])=[CH:36][CH:35]=4)[N:33]([C:10]([C:2]4[C:42]([CH3:43])=[N:41][O:5][CH:1]=4)=[O:11])[CH2:32][CH2:31][N:28]3[C:29](=[O:30])[C:24]2=[CH:23][CH:22]=1)([CH3:18])([CH3:16])[CH3:17]. The yield is 0.710. (3) The reactants are [CH3:1][N:2]1[C:10]2[C:5](=[CH:6][C:7]([CH:11]=O)=[CH:8][CH:9]=2)[CH:4]=[N:3]1.Cl.[NH2:14][C@@H:15](C(OC)=O)[C@H:16]([CH2:18][CH3:19])[CH3:17].[CH2:24]1[C:32]2[C:27](=[CH:28][CH:29]=[CH:30][CH:31]=2)[CH2:26][CH:25]1[C@@H:33]([NH:37][C:38]([O:40]C(C)(C)C)=O)[C:34]([OH:36])=O.[C:45]1([CH2:51][O:52][C:53]2[CH:58]=[CH:57][CH:56]=[CH:55][C:54]=2[N+:59]#[C-:60])[CH:50]=[CH:49][CH:48]=[CH:47][CH:46]=1.FC(F)(F)C[OH:64]. The catalyst is CO.C(N(CC)CC)C. The product is [CH2:26]1[C:27]2[C:32](=[CH:31][CH:30]=[CH:29][CH:28]=2)[CH2:24][CH:25]1[C@H:33]1[NH:37][C:38](=[O:40])[C@@H:15]([C@@H:16]([CH3:17])[CH2:18][CH3:19])[N:14]([CH:11]([C:7]2[CH:6]=[C:5]3[C:10](=[CH:9][CH:8]=2)[N:2]([CH3:1])[N:3]=[CH:4]3)[C:60]([NH:59][C:54]2[CH:55]=[CH:56][CH:57]=[CH:58][C:53]=2[O:52][CH2:51][C:45]2[CH:46]=[CH:47][CH:48]=[CH:49][CH:50]=2)=[O:64])[C:34]1=[O:36]. The yield is 0.620. (4) The catalyst is C(OCC)(=O)C.[Pd]. The product is [C:1]([O:5][C:6]([N:8]1[CH2:13][CH2:12][CH2:11][CH2:10][C@@H:9]1[CH2:14][O:15][C:16]1[CH:21]=[CH:20][CH:19]=[C:18]([NH2:22])[C:17]=1[C:25]#[N:26])=[O:7])([CH3:4])([CH3:2])[CH3:3]. The reactants are [C:1]([O:5][C:6]([N:8]1[CH2:13][CH2:12][CH2:11][CH2:10][C@@H:9]1[CH2:14][O:15][C:16]1[CH:21]=[CH:20][CH:19]=[C:18]([N+:22]([O-])=O)[C:17]=1[C:25]#[N:26])=[O:7])([CH3:4])([CH3:3])[CH3:2]. The yield is 0.880.